This data is from Catalyst prediction with 721,799 reactions and 888 catalyst types from USPTO. The task is: Predict which catalyst facilitates the given reaction. (1) Reactant: Cl.Cl.[C:3]1([CH2:9][N:10]2[CH2:15][CH2:14][CH2:13][CH2:12][CH:11]2NCC)[CH:8]=[CH:7][CH:6]=[CH:5][CH:4]=1.[CH3:19][S:20]([C:23]1[CH:28]=[CH:27][C:26]([CH2:29][C:30]([OH:32])=O)=[CH:25][CH:24]=1)(=[O:22])=[O:21].[CH:33]1([N:39]=C=NC2CCCCC2)CCCC[CH2:34]1. Product: [C:3]1([CH2:9][N:10]2[CH2:11][CH2:12][CH:13]([N:39]([CH2:33][CH3:34])[C:30](=[O:32])[CH2:29][C:26]3[CH:25]=[CH:24][C:23]([S:20]([CH3:19])(=[O:21])=[O:22])=[CH:28][CH:27]=3)[CH2:14][CH2:15]2)[CH:4]=[CH:5][CH:6]=[CH:7][CH:8]=1. The catalyst class is: 172. (2) Reactant: [N:1]([C:4]1[CH:5]=[CH:6][C:7]2[O:11][C:10]([C:12]3[S:16][CH:15]=[N:14][CH:13]=3)=[N:9][C:8]=2[CH:17]=1)=[N+:2]=[N-:3].CC(N(C1C=CC(Cl)=CC=1)C(=O)[O:23][C:24]1[CH:29]=CC=[C:26](C(=O)C)[CH:25]=1)C.CCN(C(C)C)C(C)C.C(OCC)(=O)C.[CH3:56][CH2:57][CH2:58][CH2:59][CH2:60][CH3:61]. Product: [O:23]([CH:24]([C:25]1[N:3]=[N:2][N:1]([C:4]2[CH:5]=[CH:6][C:7]3[O:11][C:10]([C:12]4[S:16][CH:15]=[N:14][CH:13]=4)=[N:9][C:8]=3[CH:17]=2)[CH:26]=1)[CH3:29])[C:58]1[CH:57]=[CH:56][CH:61]=[CH:60][CH:59]=1. The catalyst class is: 767. (3) Reactant: CC(C)([O-])C.[K+].[Cl:7][C:8]1[CH:9]=[C:10](/[CH:19]=[C:20](/[C:22]2[CH:26]=[C:25]([CH3:27])[NH:24][N:23]=2)\[F:21])[CH:11]=[CH:12][C:13]=1[O:14][C:15]([F:18])([F:17])[F:16].Cl.Cl.Cl[CH2:31][C:32]1[CH:33]=[CH:34][C:35]([N:38]([CH2:40][C:41]2[CH:46]=[CH:45][C:44]([O:47][CH3:48])=[C:43]([O:49][CH3:50])[CH:42]=2)[CH3:39])=[N:36][CH:37]=1.O. Product: [Cl:7][C:8]1[CH:9]=[C:10](/[CH:19]=[C:20](/[C:22]2[CH:26]=[C:25]([CH3:27])[N:24]([CH2:31][C:32]3[CH:33]=[CH:34][C:35]([N:38]([CH2:40][C:41]4[CH:46]=[CH:45][C:44]([O:47][CH3:48])=[C:43]([O:49][CH3:50])[CH:42]=4)[CH3:39])=[N:36][CH:37]=3)[N:23]=2)\[F:21])[CH:11]=[CH:12][C:13]=1[O:14][C:15]([F:16])([F:17])[F:18]. The catalyst class is: 56. (4) The catalyst class is: 22. Reactant: [Cl:1][C:2]1[CH:19]=[CH:18][C:5]2[C:6]3[C:10]([CH3:11])=[N:9][O:8][C:7]=3[C:12]3([NH:15][C:16](=O)[C:4]=2[CH:3]=1)[CH2:14][CH2:13]3.C(Cl)[Cl:21].P(Cl)(Cl)(Cl)(Cl)Cl. Product: [Cl:21][C:16]1[C:4]2[CH:3]=[C:2]([Cl:1])[CH:19]=[CH:18][C:5]=2[C:6]2[C:10]([CH3:11])=[N:9][O:8][C:7]=2[C:12]2([N:15]=1)[CH2:14][CH2:13]2. (5) Reactant: C(OC([N:8]1[CH2:13][CH2:12][N:11]([S:14]([C:17]2[NH:18][C:19]3[C:24]([CH:25]=2)=[CH:23][C:22]([Cl:26])=[CH:21][CH:20]=3)(=[O:16])=[O:15])[CH2:10][CH:9]1[CH2:27][C:28](=[O:34])[NH:29][S:30]([CH3:33])(=[O:32])=[O:31])=O)(C)(C)C.[C:35](=O)(O)[O-].[Na+].CI.[F:42][C:43]([F:48])([F:47])[C:44]([OH:46])=[O:45]. Product: [F:42][C:43]([F:48])([F:47])[C:44]([OH:46])=[O:45].[Cl:26][C:22]1[CH:23]=[C:24]2[C:19](=[CH:20][CH:21]=1)[NH:18][C:17]([S:14]([N:11]1[CH2:12][CH2:13][NH:8][CH:9]([CH2:27][C:28](=[O:34])[N:29]([CH3:35])[S:30]([CH3:33])(=[O:32])=[O:31])[CH2:10]1)(=[O:15])=[O:16])=[CH:25]2. The catalyst class is: 204. (6) Reactant: C(CC[C:5]1[NH:6][CH:7]=[CH:8][CH:9]=1)#N. Product: [NH2:6][CH2:5][CH2:9][CH2:8][N:6]1[CH:5]=[CH:9][CH:8]=[CH:7]1. The catalyst class is: 19. (7) Reactant: FC(F)(F)C(O)=O.[Cl:8][C:9]1[C:14]([CH2:15][OH:16])=[CH:13][N:12]=[C:11]([N:17]2[C:21](=[O:22])[C:20]([C:23]3[CH:24]=[N:25][CH:26]=[CH:27][CH:28]=3)=[CH:19][NH:18]2)[CH:10]=1.Cl. Product: [ClH:8].[Cl:8][C:9]1[C:14]([CH2:15][OH:16])=[CH:13][N:12]=[C:11]([N:17]2[C:21](=[O:22])[C:20]([C:23]3[CH:24]=[N:25][CH:26]=[CH:27][CH:28]=3)=[CH:19][NH:18]2)[CH:10]=1. The catalyst class is: 12.